Task: Regression. Given two drug SMILES strings and cell line genomic features, predict the synergy score measuring deviation from expected non-interaction effect.. Dataset: NCI-60 drug combinations with 297,098 pairs across 59 cell lines (1) Cell line: IGROV1. Drug 2: CC(C)NC(=O)C1=CC=C(C=C1)CNNC.Cl. Drug 1: COC1=CC(=CC(=C1O)OC)C2C3C(COC3=O)C(C4=CC5=C(C=C24)OCO5)OC6C(C(C7C(O6)COC(O7)C8=CC=CS8)O)O. Synergy scores: CSS=34.1, Synergy_ZIP=6.92, Synergy_Bliss=7.29, Synergy_Loewe=-38.6, Synergy_HSA=5.10. (2) Drug 1: CC1=C2C(C(=O)C3(C(CC4C(C3C(C(C2(C)C)(CC1OC(=O)C(C(C5=CC=CC=C5)NC(=O)OC(C)(C)C)O)O)OC(=O)C6=CC=CC=C6)(CO4)OC(=O)C)OC)C)OC. Drug 2: C1C(C(OC1N2C=NC3=C(N=C(N=C32)Cl)N)CO)O. Cell line: MCF7. Synergy scores: CSS=52.2, Synergy_ZIP=12.1, Synergy_Bliss=12.3, Synergy_Loewe=-7.77, Synergy_HSA=10.9. (3) Drug 1: CCCCCOC(=O)NC1=NC(=O)N(C=C1F)C2C(C(C(O2)C)O)O. Drug 2: CC1CCCC2(C(O2)CC(NC(=O)CC(C(C(=O)C(C1O)C)(C)C)O)C(=CC3=CSC(=N3)C)C)C. Cell line: OVCAR-5. Synergy scores: CSS=51.6, Synergy_ZIP=4.03, Synergy_Bliss=1.11, Synergy_Loewe=-30.4, Synergy_HSA=0.137. (4) Drug 1: CC(C)NC(=O)C1=CC=C(C=C1)CNNC.Cl. Drug 2: C(CCl)NC(=O)N(CCCl)N=O. Cell line: HOP-92. Synergy scores: CSS=0.496, Synergy_ZIP=-2.03, Synergy_Bliss=-5.27, Synergy_Loewe=-13.3, Synergy_HSA=-9.97.